From a dataset of Full USPTO retrosynthesis dataset with 1.9M reactions from patents (1976-2016). Predict the reactants needed to synthesize the given product. Given the product [N:12]1([C:2]2[CH:7]=[C:6]([F:8])[CH:5]=[CH:4][C:3]=2[N+:9]([O-:11])=[O:10])[CH:16]=[CH:15][N:14]=[CH:13]1, predict the reactants needed to synthesize it. The reactants are: F[C:2]1[CH:7]=[C:6]([F:8])[CH:5]=[CH:4][C:3]=1[N+:9]([O-:11])=[O:10].[NH:12]1[CH:16]=[CH:15][N:14]=[CH:13]1.C(=O)([O-])[O-].[K+].[K+].